Dataset: Reaction yield outcomes from USPTO patents with 853,638 reactions. Task: Predict the reaction yield, written as a fraction of the theoretical maximum amount of product (1.0 means a 100% yield; for example, 0.34 means a 34% yield). The reactants are [C:1]1([O:7][C:8]([N:10]2[CH2:19][CH2:18][C:17]3[C:12](=[CH:13][C:14]([O:22][CH3:23])=[C:15]([O:20][CH3:21])[CH:16]=3)[CH:11]2[CH2:24][C:25]2[CH:30]=[CH:29][C:28]([C:31]3[CH:36]=[CH:35][CH:34]=[CH:33][CH:32]=3)=[CH:27][CH:26]=2)=[O:9])[CH:6]=[CH:5][CH:4]=[CH:3][CH:2]=1.[C:37](O)(=O)C(O)=O.C1(C2C=CC=CC=2)C=CC(CC2C3C(=CC(OC)=C(OC)C=3)CCN2)=CC=1.ClC(OCC1C=CC=CC=1)=O.[OH-].[Na+]. No catalyst specified. The product is [CH2:1]([O:7][C:8]([N:10]1[CH2:19][CH2:18][C:17]2[C:12](=[CH:13][C:14]([O:22][CH3:23])=[C:15]([O:20][CH3:21])[CH:16]=2)[CH:11]1[CH2:24][C:25]1[CH:26]=[CH:27][C:28]([C:31]2[CH:36]=[CH:35][CH:34]=[CH:33][CH:32]=2)=[CH:29][CH:30]=1)=[O:9])[C:2]1[CH:3]=[CH:4][CH:5]=[CH:6][CH:37]=1. The yield is 0.626.